From a dataset of Catalyst prediction with 721,799 reactions and 888 catalyst types from USPTO. Predict which catalyst facilitates the given reaction. (1) The catalyst class is: 5. Product: [C:1]([C:5]([C:13]1[CH:14]=[CH:15][CH:16]=[CH:17][CH:18]=1)([OH:12])[C:6]#[CH:7])([CH3:4])([CH3:2])[CH3:3]. Reactant: [C:1]([C:5]([C:13]1[CH:18]=[CH:17][CH:16]=[CH:15][CH:14]=1)([OH:12])[C:6]#[C:7][Si](C)(C)C)([CH3:4])([CH3:3])[CH3:2].C([O-])([O-])=O.[K+].[K+]. (2) Reactant: CO.[CH3:3][C:4]1([CH3:18])[O:9][C:8](=[O:10])[NH:7][C:6]2[N:11]=[CH:12][C:13]([N+:15]([O-])=O)=[CH:14][C:5]1=2. Product: [NH2:15][C:13]1[CH:12]=[N:11][C:6]2[NH:7][C:8](=[O:10])[O:9][C:4]([CH3:18])([CH3:3])[C:5]=2[CH:14]=1. The catalyst class is: 849.